This data is from Reaction yield outcomes from USPTO patents with 853,638 reactions. The task is: Predict the reaction yield, written as a fraction of the theoretical maximum amount of product (1.0 means a 100% yield; for example, 0.34 means a 34% yield). (1) The reactants are [F:1][C:2]([F:12])([F:11])[C:3]1[CH:8]=[CH:7][C:6]([CH2:9][NH2:10])=[CH:5][CH:4]=1.[Br:13][CH:14]([CH2:18][CH2:19][Br:20])[C:15](Cl)=[O:16]. The catalyst is C(OCC)C.O. The product is [Br:13][CH:14]([CH2:18][CH2:19][Br:20])[C:15]([NH:10][CH2:9][C:6]1[CH:5]=[CH:4][C:3]([C:2]([F:11])([F:12])[F:1])=[CH:8][CH:7]=1)=[O:16]. The yield is 0.870. (2) The reactants are Br[C:2]1[CH:8]=[C:7]([N+:9]([O-:11])=[O:10])[C:5]([NH2:6])=[C:4]([CH3:12])[CH:3]=1.[B:13]1([B:13]2[O:17][C:16]([CH3:19])([CH3:18])[C:15]([CH3:21])([CH3:20])[O:14]2)[O:17][C:16]([CH3:19])([CH3:18])[C:15]([CH3:21])([CH3:20])[O:14]1.C([O-])(=O)C.[K+]. The catalyst is C([O-])(=O)C.[Pd+2].C([O-])(=O)C.CN(C)C=O. The product is [CH3:12][C:4]1[CH:3]=[C:2]([B:13]2[O:17][C:16]([CH3:19])([CH3:18])[C:15]([CH3:21])([CH3:20])[O:14]2)[CH:8]=[C:7]([N+:9]([O-:11])=[O:10])[C:5]=1[NH2:6]. The yield is 0.880. (3) The reactants are C([O:8][C:9]1[CH:17]=[C:16]2[C:12]([C@@H:13]([CH2:25][Cl:26])[CH2:14][N:15]2[C:18]([O:20][C:21]([CH3:24])([CH3:23])[CH3:22])=[O:19])=[C:11]2[C:27]([CH3:30])=[CH:28][S:29][C:10]=12)C1C=CC=CC=1.C([O-])=O.[NH4+]. The catalyst is C1COCC1.CCOCC.S([O-])([O-])(=O)=O.[Na+].[Na+].[Pd]. The product is [Cl:26][CH2:25][C@@H:13]1[C:12]2[C:16](=[CH:17][C:9]([OH:8])=[C:10]3[S:29][CH:28]=[C:27]([CH3:30])[C:11]3=2)[N:15]([C:18]([O:20][C:21]([CH3:24])([CH3:23])[CH3:22])=[O:19])[CH2:14]1. The yield is 1.00.